Dataset: Forward reaction prediction with 1.9M reactions from USPTO patents (1976-2016). Task: Predict the product of the given reaction. (1) Given the reactants [CH3:1][O:2][C:3]([C:5]1[S:6][CH:7]=[CH:8][C:9]=1[NH2:10])=[O:4].[NH:11]1[C:15]2[N:16]=[CH:17][CH:18]=[C:19]([CH:20]=O)[C:14]=2[CH:13]=[CH:12]1.C([SiH](CC)CC)C.[OH-].[Na+].C([O-])(O)=O.[Na+], predict the reaction product. The product is: [NH:11]1[C:15]2=[N:16][CH:17]=[CH:18][C:19]([CH2:20][NH:10][C:9]3[CH:8]=[CH:7][S:6][C:5]=3[C:3]([O:2][CH3:1])=[O:4])=[C:14]2[CH:13]=[CH:12]1. (2) Given the reactants [Br:1][C:2]1[CH:7]=[CH:6][C:5]([NH:8][C:9]2[C:14]([C:15]([NH:17][NH2:18])=[O:16])=[N:13][N:12]3[CH:19]=[CH:20][N:21]=[C:11]3[CH:10]=2)=[C:4]([F:22])[CH:3]=1.BrC1C=C[C:27]([NH:30]C2C(C(O)=O)=NN3C=CN=C3C=2)=C(F)C=1.CCN=C=NCCCN(C)C.C1C=CC2N(O)N=NC=2C=1.NN.CCN(CC)CC, predict the reaction product. The product is: [NH2:30][C:27]1[O:16][C:15]([C:14]2[C:9]([NH:8][C:5]3[CH:6]=[CH:7][C:2]([Br:1])=[CH:3][C:4]=3[F:22])=[CH:10][C:11]3[N:12]([CH:19]=[CH:20][N:21]=3)[N:13]=2)=[N:17][N:18]=1.